Dataset: Full USPTO retrosynthesis dataset with 1.9M reactions from patents (1976-2016). Task: Predict the reactants needed to synthesize the given product. Given the product [CH2:43]([N:42]([CH2:45][CH3:46])[CH2:40][CH2:39][O:10][C:8]1[CH:9]=[CH:4][C:5]([CH2:12][CH2:13][CH2:14][NH:3][C:4]2[CH:9]=[C:8]([O:10][CH3:11])[CH:7]=[CH:6][C:5]=2[CH:12]2[CH2:21][CH2:20][C:19]3[CH:18]=[C:17]([OH:22])[CH:16]=[CH:15][C:14]=3[CH2:13]2)=[CH:6][CH:7]=1)[CH3:44], predict the reactants needed to synthesize it. The reactants are: C([N:3](C(=O)C1C=CC(O)=CC=1)[C:4]1[CH:9]=[C:8]([O:10][CH3:11])[CH:7]=[CH:6][C:5]=1[CH:12]1[CH2:21][CH2:20][C:19]2[CH:18]=[C:17]([O:22]C(=O)C(C)(C)C)[CH:16]=[CH:15][C:14]=2[CH2:13]1)C.Cl[CH2:39][C:40]([N:42]([CH2:45][CH3:46])[CH2:43][CH3:44])=O.